This data is from Forward reaction prediction with 1.9M reactions from USPTO patents (1976-2016). The task is: Predict the product of the given reaction. Given the reactants [CH3:1][O:2][C:3]1[CH:33]=[C:32]([O:34][CH3:35])[CH:31]=[CH:30][C:4]=1[CH2:5][N:6]1[C:15]2[C:10](=[CH:11][CH:12]=[C:13]([N:16]3[CH2:21][CH2:20][CH2:19][CH2:18][CH:17]3[CH2:22][OH:23])[N:14]=2)[C:9](=[O:24])[C:8]([C:25]([O:27]CC)=[O:26])=[CH:7]1.[OH-].[Li+].Cl.O, predict the reaction product. The product is: [CH3:1][O:2][C:3]1[CH:33]=[C:32]([O:34][CH3:35])[CH:31]=[CH:30][C:4]=1[CH2:5][N:6]1[C:15]2[C:10](=[CH:11][CH:12]=[C:13]([N:16]3[CH2:21][CH2:20][CH2:19][CH2:18][C@@H:17]3[CH2:22][OH:23])[N:14]=2)[C:9](=[O:24])[C:8]([C:25]([OH:27])=[O:26])=[CH:7]1.